Task: Predict which catalyst facilitates the given reaction.. Dataset: Catalyst prediction with 721,799 reactions and 888 catalyst types from USPTO (1) Reactant: [CH2:1]([C:13]1[CH:18]=[CH:17][CH:16]=[CH:15][C:14]=1[OH:19])[CH2:2][CH2:3][CH2:4][CH2:5][CH2:6][CH2:7][CH2:8][CH2:9][CH2:10][CH2:11][CH3:12].[C:20]([OH:29])(=[O:28])[C:21]1[C:22](=[CH:24][CH:25]=[CH:26][CH:27]=1)[OH:23].C=O.O.N. Product: [C:20]([OH:29])(=[O:28])[C:21]1[C:22](=[CH:24][CH:25]=[CH:26][CH:27]=1)[OH:23].[CH2:14]=[O:19].[CH2:1]([C:13]1[CH:18]=[CH:17][CH:16]=[CH:15][C:14]=1[OH:19])[CH2:2][CH2:3][CH2:4][CH2:5][CH2:6][CH2:7][CH2:8][CH2:9][CH2:10][CH2:11][CH3:12]. The catalyst class is: 11. (2) Reactant: Br[CH2:2][C:3]([C:5]1[O:9][C:8]([C:10]([O:12][CH3:13])=[O:11])=[CH:7][CH:6]=1)=O.[CH3:14][O:15][C:16]1[CH:24]=[CH:23][C:19]([C:20]([NH2:22])=[S:21])=[CH:18][C:17]=1[O:25][CH2:26][CH2:27][CH3:28]. Product: [CH3:14][O:15][C:16]1[CH:24]=[CH:23][C:19]([C:20]2[S:21][CH:2]=[C:3]([C:5]3[O:9][C:8]([C:10]([O:12][CH3:13])=[O:11])=[CH:7][CH:6]=3)[N:22]=2)=[CH:18][C:17]=1[O:25][CH2:26][CH2:27][CH3:28]. The catalyst class is: 5. (3) The catalyst class is: 19. Product: [NH:8]1[C:7]2[CH:11]=[CH:12][C:4]([NH2:1])=[CH:5][C:6]=2[N:10]=[CH:9]1. Reactant: [N+:1]([C:4]1[CH:12]=[CH:11][C:7]2[N:8]=[CH:9][NH:10][C:6]=2[CH:5]=1)([O-])=O. (4) Reactant: [C:1]1(=[O:6])[CH2:5][CH2:4][CH:3]=[CH:2]1.[N:7]1[C:11]2[CH:12]=[CH:13][CH:14]=[CH:15][C:10]=2[NH:9][CH:8]=1. Product: [N:7]1([CH:3]2[CH2:4][CH2:5][C:1](=[O:6])[CH2:2]2)[C:11]2[CH:12]=[CH:13][CH:14]=[CH:15][C:10]=2[N:9]=[CH:8]1. The catalyst class is: 2. (5) Reactant: [CH2:1]1[C:10]2[C:5](=[CH:6][CH:7]=[CH:8][CH:9]=2)[CH2:4][CH2:3][N:2]1[C:11]1[N:12]=C(C#N)[CH:14]=[C:15]2[C:19]([CH3:20])=[C:18]([CH3:21])[N:17]([CH2:22][C:23]3[CH:28]=[CH:27][C:26]([F:29])=[CH:25][CH:24]=3)[C:16]=12.[OH-:32].[K+].Cl.[CH2:35]([OH:37])[CH3:36]. Product: [CH2:1]1[C:10]2[C:5](=[CH:6][CH:7]=[CH:8][CH:9]=2)[CH2:4][CH2:3][N:2]1[C:11]1[N:12]=[C:36]([C:35]([OH:32])=[O:37])[CH:14]=[C:15]2[C:19]([CH3:20])=[C:18]([CH3:21])[N:17]([CH2:22][C:23]3[CH:28]=[CH:27][C:26]([F:29])=[CH:25][CH:24]=3)[C:16]=12. The catalyst class is: 6. (6) Reactant: [C:1](Cl)(=[O:4])[CH:2]=[CH2:3].[Cl:6][C:7]1[C:8]([C:31]2[CH:32]=[N:33][N:34]3[CH:39]=[CH:38][CH:37]=[CH:36][C:35]=23)=[N:9][C:10]([NH:13][C:14]2[C:19]([O:20][CH3:21])=[CH:18][C:17]([N:22]3[CH2:26][CH2:25][C@@H:24]([N:27]([CH3:29])[CH3:28])[CH2:23]3)=[C:16]([NH2:30])[CH:15]=2)=[N:11][CH:12]=1.CCN(C(C)C)C(C)C. The catalyst class is: 2. Product: [Cl:6][C:7]1[C:8]([C:31]2[CH:32]=[N:33][N:34]3[CH:39]=[CH:38][CH:37]=[CH:36][C:35]=23)=[N:9][C:10]([NH:13][C:14]2[C:19]([O:20][CH3:21])=[CH:18][C:17]([N:22]3[CH2:26][CH2:25][C@@H:24]([N:27]([CH3:29])[CH3:28])[CH2:23]3)=[C:16]([NH:30][C:1](=[O:4])[CH:2]=[CH2:3])[CH:15]=2)=[N:11][CH:12]=1. (7) Reactant: [F:1][C:2]1[CH:31]=[C:30]([F:32])[CH:29]=[CH:28][C:3]=1[O:4][C:5]1[CH:10]=[CH:9][C:8]([S:11]([CH3:14])(=[O:13])=[O:12])=[CH:7][C:6]=1[C:15]1[C:16]2[CH:25]=[C:24]([CH:26]=[O:27])[NH:23][C:17]=2[C:18](=[O:22])[N:19]([CH3:21])[CH:20]=1.[CH3:33][Mg]Br.Cl. Product: [F:1][C:2]1[CH:31]=[C:30]([F:32])[CH:29]=[CH:28][C:3]=1[O:4][C:5]1[CH:10]=[CH:9][C:8]([S:11]([CH3:14])(=[O:12])=[O:13])=[CH:7][C:6]=1[C:15]1[C:16]2[CH:25]=[C:24]([CH:26]([OH:27])[CH3:33])[NH:23][C:17]=2[C:18](=[O:22])[N:19]([CH3:21])[CH:20]=1. The catalyst class is: 7.